From a dataset of Reaction yield outcomes from USPTO patents with 853,638 reactions. Predict the reaction yield, written as a fraction of the theoretical maximum amount of product (1.0 means a 100% yield; for example, 0.34 means a 34% yield). (1) The reactants are CC(C)([O-])C.[K+].C[O:8][C:9](=[O:44])[C:10]1[CH:15]=[CH:14][C:13]([CH2:16][CH2:17][S:18]([N:21]2[CH2:42][CH2:41][C:24]3([N:28]=[C:27]([CH:29]4[CH2:34][CH2:33][CH:32]([CH2:35][CH:36]=[C:37]([F:39])[F:38])[CH2:31][CH2:30]4)[NH:26][C:25]3=[O:40])[CH2:23][CH2:22]2)(=[O:20])=[O:19])=[C:12]([CH3:43])[CH:11]=1.Cl. The catalyst is C(O)(C)(C)C.O1CCCC1.COC(C)(C)C. The product is [F:39][C:37]([F:38])=[CH:36][CH2:35][CH:32]1[CH2:33][CH2:34][CH:29]([C:27]2[NH:26][C:25](=[O:40])[C:24]3([CH2:41][CH2:42][N:21]([S:18]([CH2:17][CH2:16][C:13]4[CH:14]=[CH:15][C:10]([C:9]([OH:44])=[O:8])=[CH:11][C:12]=4[CH3:43])(=[O:20])=[O:19])[CH2:22][CH2:23]3)[N:28]=2)[CH2:30][CH2:31]1. The yield is 0.910. (2) The reactants are C[O:2][C:3](OC)([O:5][C:6]1[C:15]2[C:10](=[CH:11][CH:12]=[CH:13][CH:14]=2)[CH:9]=[CH:8][N:7]=1)[CH3:4].O1CCOCC1.S(=O)(=O)(O)O. The catalyst is O. The product is [C:6]1([O:5][C:3](=[O:2])[CH3:4])[C:15]2[C:10](=[CH:11][CH:12]=[CH:13][CH:14]=2)[CH:9]=[CH:8][N:7]=1. The yield is 0.570. (3) The reactants are Cl[C:2]1[N:3]=[C:4]([O:12][C@H:13]2[CH2:17][CH2:16][N:15]([C:18]([O:20][C:21]([CH3:24])([CH3:23])[CH3:22])=[O:19])[CH2:14]2)[C:5]2[C:10]([CH:11]=1)=[CH:9][CH:8]=[CH:7][CH:6]=2.[CH3:25][N:26](C=O)C. The catalyst is [C-]#N.[Zn+2].[C-]#N.C1C=CC([P]([Pd]([P](C2C=CC=CC=2)(C2C=CC=CC=2)C2C=CC=CC=2)([P](C2C=CC=CC=2)(C2C=CC=CC=2)C2C=CC=CC=2)[P](C2C=CC=CC=2)(C2C=CC=CC=2)C2C=CC=CC=2)(C2C=CC=CC=2)C2C=CC=CC=2)=CC=1. The product is [C:25]([C:2]1[N:3]=[C:4]([O:12][C@H:13]2[CH2:17][CH2:16][N:15]([C:18]([O:20][C:21]([CH3:24])([CH3:23])[CH3:22])=[O:19])[CH2:14]2)[C:5]2[C:10]([CH:11]=1)=[CH:9][CH:8]=[CH:7][CH:6]=2)#[N:26]. The yield is 0.830. (4) The reactants are [N+:1]([C:4]1[CH:11]=[CH:10][CH:9]=[C:8]([N+]([O-])=O)[C:5]=1[C:6]#[N:7])([O-:3])=[O:2].Cl.N1C=CC=CC=1.C[OH:23]. No catalyst specified. The product is [OH:23][C:8]1[CH:9]=[CH:10][CH:11]=[C:4]([N+:1]([O-:3])=[O:2])[C:5]=1[C:6]#[N:7]. The yield is 0.870. (5) The reactants are C(O)(C(F)(F)F)=O.[F:8][C:9]1[CH:10]=[C:11]([NH:20][C:21]([C@H:23]2[C:32]3[C:27](=[CH:28][C:29]([O:33][CH3:34])=[CH:30][CH:31]=3)[CH2:26][CH2:25][N:24]2C(OC(C)(C)C)=O)=[O:22])[CH:12]=[C:13]([F:19])[C:14]=1[Si:15]([CH3:18])([CH3:17])[CH3:16].C(=O)([O-])O.[Na+].C(=O)([O-])[O-].[K+].[K+]. No catalyst specified. The product is [F:8][C:9]1[CH:10]=[C:11]([NH:20][C:21]([C@H:23]2[C:32]3[C:27](=[CH:28][C:29]([O:33][CH3:34])=[CH:30][CH:31]=3)[CH2:26][CH2:25][NH:24]2)=[O:22])[CH:12]=[C:13]([F:19])[C:14]=1[Si:15]([CH3:17])([CH3:16])[CH3:18]. The yield is 0.704.